Dataset: NCI-60 drug combinations with 297,098 pairs across 59 cell lines. Task: Regression. Given two drug SMILES strings and cell line genomic features, predict the synergy score measuring deviation from expected non-interaction effect. (1) Drug 1: C1=NC2=C(N1)C(=S)N=C(N2)N. Drug 2: CN1C(=O)N2C=NC(=C2N=N1)C(=O)N. Cell line: M14. Synergy scores: CSS=32.1, Synergy_ZIP=-0.0361, Synergy_Bliss=2.06, Synergy_Loewe=-29.9, Synergy_HSA=-2.29. (2) Drug 1: CC1=C(C=C(C=C1)NC2=NC=CC(=N2)N(C)C3=CC4=NN(C(=C4C=C3)C)C)S(=O)(=O)N.Cl. Drug 2: C#CCC(CC1=CN=C2C(=N1)C(=NC(=N2)N)N)C3=CC=C(C=C3)C(=O)NC(CCC(=O)O)C(=O)O. Cell line: HOP-92. Synergy scores: CSS=1.77, Synergy_ZIP=0.0511, Synergy_Bliss=1.76, Synergy_Loewe=0.971, Synergy_HSA=1.41. (3) Drug 1: COCCOC1=C(C=C2C(=C1)C(=NC=N2)NC3=CC=CC(=C3)C#C)OCCOC.Cl. Drug 2: B(C(CC(C)C)NC(=O)C(CC1=CC=CC=C1)NC(=O)C2=NC=CN=C2)(O)O. Cell line: HCC-2998. Synergy scores: CSS=43.7, Synergy_ZIP=1.15, Synergy_Bliss=-0.844, Synergy_Loewe=-36.6, Synergy_HSA=-3.71. (4) Drug 1: COC1=C(C=C2C(=C1)N=CN=C2NC3=CC(=C(C=C3)F)Cl)OCCCN4CCOCC4. Drug 2: COC1=CC(=CC(=C1O)OC)C2C3C(COC3=O)C(C4=CC5=C(C=C24)OCO5)OC6C(C(C7C(O6)COC(O7)C8=CC=CS8)O)O. Cell line: SR. Synergy scores: CSS=91.8, Synergy_ZIP=9.98, Synergy_Bliss=9.29, Synergy_Loewe=2.60, Synergy_HSA=11.3. (5) Drug 1: CC1=C2C(C(=O)C3(C(CC4C(C3C(C(C2(C)C)(CC1OC(=O)C(C(C5=CC=CC=C5)NC(=O)OC(C)(C)C)O)O)OC(=O)C6=CC=CC=C6)(CO4)OC(=O)C)OC)C)OC. Drug 2: C1=NC2=C(N1)C(=S)N=CN2. Cell line: MDA-MB-435. Synergy scores: CSS=44.6, Synergy_ZIP=-4.08, Synergy_Bliss=-9.02, Synergy_Loewe=-9.46, Synergy_HSA=-5.46. (6) Drug 1: CC(C)(C#N)C1=CC(=CC(=C1)CN2C=NC=N2)C(C)(C)C#N. Drug 2: B(C(CC(C)C)NC(=O)C(CC1=CC=CC=C1)NC(=O)C2=NC=CN=C2)(O)O. Cell line: COLO 205. Synergy scores: CSS=58.2, Synergy_ZIP=5.04, Synergy_Bliss=0.675, Synergy_Loewe=5.74, Synergy_HSA=3.29. (7) Cell line: K-562. Drug 1: CC12CCC3C(C1CCC2O)C(CC4=C3C=CC(=C4)O)CCCCCCCCCS(=O)CCCC(C(F)(F)F)(F)F. Synergy scores: CSS=16.3, Synergy_ZIP=-0.393, Synergy_Bliss=5.62, Synergy_Loewe=-21.5, Synergy_HSA=-5.71. Drug 2: C1=NC2=C(N=C(N=C2N1C3C(C(C(O3)CO)O)F)Cl)N. (8) Drug 1: CCC1=CC2CC(C3=C(CN(C2)C1)C4=CC=CC=C4N3)(C5=C(C=C6C(=C5)C78CCN9C7C(C=CC9)(C(C(C8N6C)(C(=O)OC)O)OC(=O)C)CC)OC)C(=O)OC.C(C(C(=O)O)O)(C(=O)O)O. Drug 2: CN(C)N=NC1=C(NC=N1)C(=O)N. Cell line: MOLT-4. Synergy scores: CSS=69.2, Synergy_ZIP=-5.81, Synergy_Bliss=-8.41, Synergy_Loewe=-7.10, Synergy_HSA=-5.41. (9) Drug 1: CCC1=C2CN3C(=CC4=C(C3=O)COC(=O)C4(CC)O)C2=NC5=C1C=C(C=C5)O. Drug 2: C#CCC(CC1=CN=C2C(=N1)C(=NC(=N2)N)N)C3=CC=C(C=C3)C(=O)NC(CCC(=O)O)C(=O)O. Cell line: NCIH23. Synergy scores: CSS=52.5, Synergy_ZIP=-6.96, Synergy_Bliss=-5.22, Synergy_Loewe=0.521, Synergy_HSA=2.17. (10) Cell line: MCF7. Synergy scores: CSS=6.04, Synergy_ZIP=-3.90, Synergy_Bliss=-3.37, Synergy_Loewe=-4.05, Synergy_HSA=-2.33. Drug 2: CN1C2=C(C=C(C=C2)N(CCCl)CCCl)N=C1CCCC(=O)O.Cl. Drug 1: C1CC(=O)NC(=O)C1N2CC3=C(C2=O)C=CC=C3N.